Predict the reactants needed to synthesize the given product. From a dataset of Full USPTO retrosynthesis dataset with 1.9M reactions from patents (1976-2016). (1) Given the product [F:21][C:18]1([F:22])[CH2:17][CH2:16][CH:15]([CH2:14][C@H:9]([NH:8][C:6](=[O:7])[O:5][C:1]([CH3:2])([CH3:4])[CH3:3])[CH2:10][OH:11])[CH2:20][CH2:19]1, predict the reactants needed to synthesize it. The reactants are: [C:1]([O:5][C:6]([NH:8][C@@H:9]([CH2:14][CH:15]1[CH2:20][CH2:19][C:18]([F:22])([F:21])[CH2:17][CH2:16]1)[C:10](OC)=[O:11])=[O:7])([CH3:4])([CH3:3])[CH3:2].[BH4-].[Na+]. (2) Given the product [Br:1][C:2]1[CH:10]=[C:9]2[C:5]([C:6]([C:11]#[N:12])=[CH:7][N:8]2[C:14]2[C:23]3[C:18](=[CH:19][CH:20]=[C:21]([Cl:24])[CH:22]=3)[N:17]=[C:16]([CH3:25])[C:15]=2[CH3:26])=[CH:4][CH:3]=1, predict the reactants needed to synthesize it. The reactants are: [Br:1][C:2]1[CH:10]=[C:9]2[C:5]([C:6]([C:11]#[N:12])=[CH:7][NH:8]2)=[CH:4][CH:3]=1.Cl[C:14]1[C:23]2[C:18](=[CH:19][CH:20]=[C:21]([Cl:24])[CH:22]=2)[N:17]=[C:16]([CH3:25])[C:15]=1[CH3:26].C(=O)([O-])[O-].[Cs+].[Cs+].